This data is from Forward reaction prediction with 1.9M reactions from USPTO patents (1976-2016). The task is: Predict the product of the given reaction. (1) Given the reactants Br[C:2]1[S:3][C:4]([NH:32]C(=O)OC(C)(C)C)=[C:5]([C:7](=[O:31])[NH:8][C:9]2[CH:10]=[N:11][N:12]([CH3:30])[C:13]=2[C@@H:14]2[CH2:20][CH2:19][C@@H:18]([NH:21]C(OC(C)(C)C)=O)[C@@H:17]([F:29])[CH2:16][O:15]2)[N:6]=1.[F:40][C:41]1[C:42]([C:50]([F:53])([F:52])[F:51])=[C:43](B(O)O)[CH:44]=[CH:45][CH:46]=1, predict the reaction product. The product is: [NH2:32][C:4]1[S:3][C:2]([C:43]2[CH:44]=[CH:45][CH:46]=[C:41]([F:40])[C:42]=2[C:50]([F:51])([F:53])[F:52])=[N:6][C:5]=1[C:7]([NH:8][C:9]1[CH:10]=[N:11][N:12]([CH3:30])[C:13]=1[C@@H:14]1[CH2:20][CH2:19][C@@H:18]([NH2:21])[C@@H:17]([F:29])[CH2:16][O:15]1)=[O:31]. (2) Given the reactants [NH2:1][C:2]1[C:3](=[O:9])[N:4]([CH3:8])[N:5]=[CH:6][CH:7]=1.[F:10][C:11]1[CH:23]=[CH:22][C:21]([C:24]([F:27])([F:26])[F:25])=[CH:20][C:12]=1[O:13][CH:14]1[CH2:19][CH2:18][NH:17][CH2:16][CH2:15]1.Cl.FC(F)(F)C1C=CC=C[C:32]=1[O:33]C1CCNCC1, predict the reaction product. The product is: [CH3:8][N:4]1[C:3](=[O:9])[C:2]([NH:1][C:32]([N:17]2[CH2:18][CH2:19][CH:14]([O:13][C:12]3[CH:20]=[C:21]([C:24]([F:26])([F:25])[F:27])[CH:22]=[CH:23][C:11]=3[F:10])[CH2:15][CH2:16]2)=[O:33])=[CH:7][CH:6]=[N:5]1. (3) Given the reactants [CH2:1]([O:3][C:4](=[O:10])[CH2:5][S:6]([CH3:9])(=[O:8])=[O:7])[CH3:2].[H-].[Na+].[F:13][C:14]1[CH:19]=[CH:18][C:17]([C:20]2[CH:25]=[CH:24][C:23]([CH2:26][CH2:27]I)=[CH:22][CH:21]=2)=[CH:16][CH:15]=1.Cl, predict the reaction product. The product is: [F:13][C:14]1[CH:15]=[CH:16][C:17]([C:20]2[CH:25]=[CH:24][C:23]([CH2:26][CH2:27][CH:5]([S:6]([CH3:9])(=[O:8])=[O:7])[C:4]([O:3][CH2:1][CH3:2])=[O:10])=[CH:22][CH:21]=2)=[CH:18][CH:19]=1. (4) Given the reactants CS(O[CH2:6][C:7]1[C:16]([Cl:17])=[C:15]2[C:10]([C:11](=[O:31])[N:12]([CH2:18][C:19]3[CH:24]=[C:23]([Cl:25])[CH:22]=[CH:21][C:20]=3[S:26]([CH2:29][CH3:30])(=[O:28])=[O:27])[CH:13]=[N:14]2)=[CH:9][C:8]=1[C:32]([F:35])([F:34])[F:33])(=O)=O.[NH:36]1[CH2:41][CH2:40][CH2:39][C@H:38]([C:42]([NH2:44])=[O:43])[CH2:37]1, predict the reaction product. The product is: [Cl:17][C:16]1[C:7]([CH2:6][N:36]2[CH2:41][CH2:40][CH2:39][C@H:38]([C:42]([NH2:44])=[O:43])[CH2:37]2)=[C:8]([C:32]([F:33])([F:34])[F:35])[CH:9]=[C:10]2[C:15]=1[N:14]=[CH:13][N:12]([CH2:18][C:19]1[CH:24]=[C:23]([Cl:25])[CH:22]=[CH:21][C:20]=1[S:26]([CH2:29][CH3:30])(=[O:28])=[O:27])[C:11]2=[O:31]. (5) Given the reactants [F:1][C:2]1[C:3](I)=[C:4]2[C:14]3[C:9](=[CH:10][N:11]=[C:12]([C:15]4[CH:16]=[N:17][CH:18]=[CH:19][CH:20]=4)[CH:13]=3)[NH:8][C:5]2=[N:6][CH:7]=1.[CH3:22][N:23]([CH3:44])[CH2:24][CH2:25][NH:26][C:27](=[O:43])[C:28]1[CH:33]=[CH:32][C:31](B2OC(C)(C)C(C)(C)O2)=[CH:30][CH:29]=1.C(=O)([O-])[O-].[Cs+].[Cs+], predict the reaction product. The product is: [CH3:22][N:23]([CH3:44])[CH2:24][CH2:25][NH:26][C:27](=[O:43])[C:28]1[CH:33]=[CH:32][C:31]([C:3]2[C:2]([F:1])=[CH:7][N:6]=[C:5]3[NH:8][C:9]4[C:14]([C:4]=23)=[CH:13][C:12]([C:15]2[CH:16]=[N:17][CH:18]=[CH:19][CH:20]=2)=[N:11][CH:10]=4)=[CH:30][CH:29]=1. (6) Given the reactants [F:1][C:2]1([CH2:15]OS(C2C=CC(C)=CC=2)(=O)=O)[CH2:7][CH2:6][N:5]([C:8]([O:10][C:11]([CH3:14])([CH3:13])[CH3:12])=[O:9])[CH2:4][CH2:3]1.[C:27]1(=[O:37])[NH:31][C:30](=[O:32])[C:29]2=[CH:33][CH:34]=[CH:35][CH:36]=[C:28]12.[K].O, predict the reaction product. The product is: [O:32]=[C:30]1[C:29]2[C:28](=[CH:36][CH:35]=[CH:34][CH:33]=2)[C:27](=[O:37])[N:31]1[CH2:15][C:2]1([F:1])[CH2:3][CH2:4][N:5]([C:8]([O:10][C:11]([CH3:12])([CH3:13])[CH3:14])=[O:9])[CH2:6][CH2:7]1.